Predict which catalyst facilitates the given reaction. From a dataset of Catalyst prediction with 721,799 reactions and 888 catalyst types from USPTO. (1) Reactant: [S:1]([NH2:5])([NH2:4])(=[O:3])=[O:2].N[CH2:7][CH2:8][CH2:9][CH2:10][CH2:11][N:12]1[C:18](=[O:19])[C:17]2[CH:20]=[CH:21][CH:22]=[CH:23][C:16]=2[O:15][C:14]2[CH:24]=[CH:25][CH:26]=[CH:27][C:13]1=2. Product: [S:1]([NH:5][CH2:7][CH2:8][CH2:9][CH2:10][CH2:11][N:12]1[C:18](=[O:19])[C:17]2[CH:20]=[CH:21][CH:22]=[CH:23][C:16]=2[O:15][C:14]2[CH:24]=[CH:25][CH:26]=[CH:27][C:13]1=2)(=[O:3])(=[O:2])[NH2:4]. The catalyst class is: 12. (2) Reactant: [CH3:1][N:2]1[CH:6]=[C:5]([C:7]2[O:11][N:10]=[C:9]([C:12]([OH:14])=O)[CH:8]=2)[CH:4]=[N:3]1.C1C=CC2N(O)N=NC=2C=1.N=C=N.[NH2:28][C@@H:29]([CH3:45])[CH2:30][N:31]1[CH:35]=[CH:34][C:33]([C:36]2[CH:43]=[CH:42][C:39]([C:40]#[N:41])=[C:38]([CH3:44])[CH:37]=2)=[N:32]1.C(O)C(N)(CO)CO. Product: [C:40]([C:39]1[CH:42]=[CH:43][C:36]([C:33]2[CH:34]=[CH:35][N:31]([CH2:30][C@@H:29]([NH:28][C:12]([C:9]3[CH:8]=[C:7]([C:5]4[CH:4]=[N:3][N:2]([CH3:1])[CH:6]=4)[O:11][N:10]=3)=[O:14])[CH3:45])[N:32]=2)=[CH:37][C:38]=1[CH3:44])#[N:41]. The catalyst class is: 85. (3) Reactant: C(OC([NH:8][C:9]1[S:17][C:12]2=[CH:13][N:14]=[CH:15][CH:16]=[C:11]2[C:10]=1[N:18]([C:26]1[CH:31]=[CH:30][C:29]([F:32])=[C:28]([Cl:33])[CH:27]=1)C(=O)OC(C)(C)C)=O)(C)(C)C.Cl.N. The catalyst class is: 258. Product: [Cl:33][C:28]1[CH:27]=[C:26]([NH:18][C:10]2[C:11]3[C:12](=[CH:13][N:14]=[CH:15][CH:16]=3)[S:17][C:9]=2[NH2:8])[CH:31]=[CH:30][C:29]=1[F:32]. (4) Reactant: C[C:2]1[C:3]([F:14])=[C:4]([CH:8]=[C:9]([O:12][CH3:13])[C:10]=1[Br:11])[C:5](O)=[O:6].[CH3:15][S:16]([NH2:19])(=[O:18])=[O:17].CCN=C=NCCCN(C)C.Cl. Product: [Br:11][C:10]1[C:9]([O:12][CH3:13])=[CH:8][C:4]([C:5]([NH:19][S:16]([CH3:15])(=[O:18])=[O:17])=[O:6])=[C:3]([F:14])[CH:2]=1. The catalyst class is: 64.